This data is from TCR-epitope binding with 47,182 pairs between 192 epitopes and 23,139 TCRs. The task is: Binary Classification. Given a T-cell receptor sequence (or CDR3 region) and an epitope sequence, predict whether binding occurs between them. The epitope is YLKLTDNVYIK. The TCR CDR3 sequence is CAIQYRGNQPQHF. Result: 0 (the TCR does not bind to the epitope).